From a dataset of Full USPTO retrosynthesis dataset with 1.9M reactions from patents (1976-2016). Predict the reactants needed to synthesize the given product. (1) Given the product [CH3:9][C:2]1[N:12]2[CH:13]=[C:14]([N+:17]([O-:19])=[O:18])[CH:15]=[CH:16][C:11]2=[N:10][C:3]=1[C:4]([O:6][CH3:7])=[O:5], predict the reactants needed to synthesize it. The reactants are: Br[CH:2]([CH3:9])[C:3](=O)[C:4]([O:6][CH3:7])=[O:5].[NH2:10][C:11]1[CH:16]=[CH:15][C:14]([N+:17]([O-:19])=[O:18])=[CH:13][N:12]=1. (2) Given the product [CH3:1][C:2]1[N+:7]([O-:8])=[N:6][CH:5]=[C:4]([N+:14]([O-:16])=[O:15])[CH:3]=1, predict the reactants needed to synthesize it. The reactants are: [CH3:1][C:2]1[N+:7]([O-:8])=[N:6][CH:5]=[CH:4][CH:3]=1.S(=O)(=O)(O)O.[N+:14]([O-])([OH:16])=[O:15].C([O-])(O)=O.[Na+]. (3) Given the product [CH3:17][C:13]1[N:12]=[C:11]([C:10]2[C:6]([C:4]([OH:5])=[O:3])=[C:7]3[CH2:20][CH2:19][CH2:18][N:8]3[N:9]=2)[CH:16]=[CH:15][CH:14]=1, predict the reactants needed to synthesize it. The reactants are: C([O:3][C:4]([C:6]1[C:10]([C:11]2[CH:16]=[CH:15][CH:14]=[C:13]([CH3:17])[N:12]=2)=[N:9][N:8]2[CH2:18][CH2:19][CH2:20][C:7]=12)=[O:5])C.[OH-].[Na+].